This data is from Full USPTO retrosynthesis dataset with 1.9M reactions from patents (1976-2016). The task is: Predict the reactants needed to synthesize the given product. (1) The reactants are: [C:1]([N:3]1[CH2:8][CH2:7][O:6][CH2:5][CH2:4]1)#[N:2].[C:9](O)(=[O:12])[CH2:10][SH:11]. Given the product [N:3]1([C:1]2[S:11][CH2:10][C:9](=[O:12])[N:2]=2)[CH2:8][CH2:7][O:6][CH2:5][CH2:4]1, predict the reactants needed to synthesize it. (2) Given the product [CH2:1]([N:8]1[CH2:14][CH2:13][CH2:12][CH:11]([NH:15][C:23](=[O:24])[O:25][C:26]([CH3:29])([CH3:28])[CH3:27])[CH2:10][CH2:9]1)[C:2]1[CH:3]=[CH:4][CH:5]=[CH:6][CH:7]=1, predict the reactants needed to synthesize it. The reactants are: [CH2:1]([N:8]1[CH2:14][CH2:13][CH2:12][CH:11]([NH2:15])[CH2:10][CH2:9]1)[C:2]1[CH:7]=[CH:6][CH:5]=[CH:4][CH:3]=1.C(N(CC)CC)C.[C:23](O[C:23]([O:25][C:26]([CH3:29])([CH3:28])[CH3:27])=[O:24])([O:25][C:26]([CH3:29])([CH3:28])[CH3:27])=[O:24].